Task: Predict the product of the given reaction.. Dataset: Forward reaction prediction with 1.9M reactions from USPTO patents (1976-2016) (1) The product is: [CH:1]1([N:6]2[C:15]3[N:14]=[C:13]([NH:16][C:17]4[CH:18]=[CH:19][C:20]([C:26]([NH:28][CH2:29][CH:30]5[O:35][CH2:34][CH2:33][N:32]([CH3:42])[CH2:31]5)=[O:27])=[C:21]5[C:25]=4[O:24][CH2:23][CH2:22]5)[N:12]=[CH:11][C:10]=3[N:9]([CH3:36])[C:8](=[O:37])[C@H:7]2[CH2:38][CH3:39])[CH2:2][CH2:3][CH2:4][CH2:5]1. Given the reactants [CH:1]1([N:6]2[C:15]3[N:14]=[C:13]([NH:16][C:17]4[CH:18]=[CH:19][C:20]([C:26]([NH:28][CH2:29][CH:30]5[O:35][CH2:34][CH2:33][NH:32][CH2:31]5)=[O:27])=[C:21]5[C:25]=4[O:24][CH2:23][CH2:22]5)[N:12]=[CH:11][C:10]=3[N:9]([CH3:36])[C:8](=[O:37])[C@H:7]2[CH2:38][CH3:39])[CH2:5][CH2:4][CH2:3][CH2:2]1.C=O.[C:42](O[BH-](OC(=O)C)OC(=O)C)(=O)C.[Na+].C(=O)(O)[O-].[Na+], predict the reaction product. (2) Given the reactants [CH3:1][O:2][C:3]([C:5]1[NH:6][C:7]2[C:16]([C:17](=O)[CH:18]=1)=[CH:15][C:14]([O:20][CH3:21])=[C:13]1[C:8]=2[N:9]=[CH:10][CH:11]=[CH:12]1)=[O:4].O=P(Cl)(Cl)[Cl:24].C(Cl)Cl.C([O-])(O)=O.[Na+], predict the reaction product. The product is: [CH3:1][O:2][C:3]([C:5]1[CH:18]=[C:17]([Cl:24])[C:16]2[C:7](=[C:8]3[C:13](=[C:14]([O:20][CH3:21])[CH:15]=2)[CH:12]=[CH:11][CH:10]=[N:9]3)[N:6]=1)=[O:4]. (3) Given the reactants [C:1]([NH:4][CH2:5][C:6]([OH:8])=O)(=[O:3])[CH3:2].[O-]CC.[K+].I[CH2:14][CH2:15][CH2:16][Si:17]([O:24][CH2:25][CH3:26])([O:21][CH2:22][CH3:23])[O:18][CH2:19][CH3:20], predict the reaction product. The product is: [C:1]([NH:4][CH2:5][C:6]([CH2:14][CH2:15][CH2:16][Si:17]([O:18][CH2:19][CH3:20])([O:24][CH2:25][CH3:26])[O:21][CH2:22][CH3:23])=[O:8])(=[O:3])[CH3:2]. (4) Given the reactants [Cl:1][C:2]1[CH:7]=[C:6]([Cl:8])[CH:5]=[CH:4][C:3]=1[CH:9]1[CH:18]([C:19]([O:21]CC)=[O:20])[C:17]2[C:12](=[CH:13][CH:14]=[CH:15][CH:16]=2)[C:11](=[O:24])[N:10]1[CH:25]1[CH2:30][CH2:29][CH2:28][CH2:27][CH:26]1[NH:31][S:32]([CH3:35])(=[O:34])=[O:33].CO.[OH-].[Na+].Cl, predict the reaction product. The product is: [Cl:1][C:2]1[CH:7]=[C:6]([Cl:8])[CH:5]=[CH:4][C:3]=1[CH:9]1[CH:18]([C:19]([OH:21])=[O:20])[C:17]2[C:12](=[CH:13][CH:14]=[CH:15][CH:16]=2)[C:11](=[O:24])[N:10]1[CH:25]1[CH2:30][CH2:29][CH2:28][CH2:27][CH:26]1[NH:31][S:32]([CH3:35])(=[O:33])=[O:34].